From a dataset of Full USPTO retrosynthesis dataset with 1.9M reactions from patents (1976-2016). Predict the reactants needed to synthesize the given product. (1) Given the product [N:12]1([C:8](=[O:10])[CH:7]([C:1]2[CH:2]=[CH:3][CH:4]=[CH:5][CH:6]=2)[CH3:11])[CH:16]=[CH:15][N:14]=[CH:13]1, predict the reactants needed to synthesize it. The reactants are: [C:1]1([CH:7]([CH3:11])[C:8]([OH:10])=O)[CH:6]=[CH:5][CH:4]=[CH:3][CH:2]=1.[N:12]1(C([N:12]2[CH:16]=[CH:15][N:14]=[CH:13]2)=O)[CH:16]=[CH:15][N:14]=[CH:13]1. (2) Given the product [O:45]1[CH2:50][CH2:49][O:48][CH2:47][CH:46]1[C:51]1[C:59]2[S:58][C:57]([NH:60][C:4](=[O:5])[C:3]3[CH:2]=[CH:10][C:9]([CH2:8][CH3:7])=[CH:11][C:44]=3[CH2:42][CH3:43])=[N:56][C:55]=2[C:54]([O:61][CH3:62])=[CH:53][CH:52]=1, predict the reactants needed to synthesize it. The reactants are: C[C:2]1[CH:10]=[C:9]([CH3:11])[CH:8]=[CH:7][C:3]=1[C:4](O)=[O:5].CN(C(ON1N=NC2C=CC=NC1=2)=[N+](C)C)C.F[P-](F)(F)(F)(F)F.C(N([CH:42]([CH3:44])[CH3:43])C(C)C)C.[O:45]1[CH2:50][CH2:49][O:48][CH2:47][CH:46]1[C:51]1[C:59]2[S:58][C:57]([NH2:60])=[N:56][C:55]=2[C:54]([O:61][CH3:62])=[CH:53][CH:52]=1. (3) Given the product [CH:1]([N:4]1[C:8]([C:9]2[N:10]=[C:11]3[C:17]4[CH:18]=[CH:19][C:20]([N:22]5[CH2:23][CH2:24][N:25]([CH2:28][C:29]([NH:34][CH3:33])=[O:30])[CH2:26][CH2:27]5)=[N:21][C:16]=4[O:15][CH2:14][CH2:13][N:12]3[CH:32]=2)=[N:7][CH:6]=[N:5]1)([CH3:3])[CH3:2], predict the reactants needed to synthesize it. The reactants are: [CH:1]([N:4]1[C:8]([C:9]2[N:10]=[C:11]3[C:17]4[CH:18]=[CH:19][C:20]([N:22]5[CH2:27][CH2:26][N:25]([CH2:28][C:29](O)=[O:30])[CH2:24][CH2:23]5)=[N:21][C:16]=4[O:15][CH2:14][CH2:13][N:12]3[CH:32]=2)=[N:7][CH:6]=[N:5]1)([CH3:3])[CH3:2].[CH3:33][N:34](C)C=O.C(N(CC)C(C)C)(C)C.CN.F[P-](F)(F)(F)(F)F.C[N+](C)=C(N(C)C)ON1C2N=CC=CC=2N=N1. (4) The reactants are: [F:1][C:2]([F:8])([CH:5]([F:7])[F:6])[CH2:3][OH:4].[H-].[Na+].Cl[C:12]1[C:17]([Cl:18])=[CH:16][CH:15]=[CH:14][N:13]=1. Given the product [Cl:18][C:17]1[C:12]([O:4][CH2:3][C:2]([F:8])([F:1])[CH:5]([F:7])[F:6])=[N:13][CH:14]=[CH:15][CH:16]=1, predict the reactants needed to synthesize it. (5) Given the product [NH2:1][C:2]1[N:7]=[CH:6][N:5]=[C:4]2[N:8]([C@@H:11]3[O:26][C@H:25]([CH2:27][OH:28])[C@@H:14]([OH:15])[C@@:12]3([CH3:38])[OH:13])[N:9]=[CH:10][C:3]=12, predict the reactants needed to synthesize it. The reactants are: [NH2:1][C:2]1[N:7]=[CH:6][N:5]=[C:4]2[N:8]([C@@H:11]3[O:26][C@H:25]([CH2:27][O:28]CC4C=CC(Cl)=CC=4Cl)[C@@H:14]([O:15]CC4C=CC(Cl)=CC=4Cl)[C@@:12]3([CH3:38])[OH:13])[N:9]=[CH:10][C:3]=12.B(Cl)(Cl)Cl. (6) The reactants are: [CH3:1][C:2]1([CH3:24])[CH2:11][CH2:10][C:9]2[C:4](=[CH:5][CH:6]=[C:7]([S:12]([NH:15][CH2:16][C:17]([O:19][C:20]([CH3:23])([CH3:22])[CH3:21])=[O:18])(=[O:14])=[O:13])[CH:8]=2)[O:3]1.CCN(P1(N(C)CCCN1C)=NC(C)(C)C)CC.[Br:43][C:44]1[CH:49]=[CH:48][CH:47]=[C:46]([CH2:50]Br)[CH:45]=1. Given the product [Br:43][C:44]1[CH:45]=[C:46]([CH:47]=[CH:48][CH:49]=1)[CH2:50][N:15]([CH2:16][C:17]([O:19][C:20]([CH3:23])([CH3:22])[CH3:21])=[O:18])[S:12]([C:7]1[CH:8]=[C:9]2[C:4](=[CH:5][CH:6]=1)[O:3][C:2]([CH3:24])([CH3:1])[CH2:11][CH2:10]2)(=[O:14])=[O:13], predict the reactants needed to synthesize it. (7) Given the product [NH2:47][C@H:10]1[C@H:9]([OH:8])[C@@H:14]([CH3:15])[CH2:13][N:12]([C:16]2[C:21]([NH:22][C:23]([C:25]3[CH:30]=[CH:29][C:28]([F:31])=[C:27]([C:32]4[C:33]([F:43])=[CH:34][C:35]([C:39]([OH:42])([CH3:40])[CH3:41])=[CH:36][C:37]=4[F:38])[N:26]=3)=[O:24])=[CH:20][N:19]=[C:18]3[O:44][CH2:45][CH2:46][C:17]=23)[CH2:11]1, predict the reactants needed to synthesize it. The reactants are: [Si]([O:8][C@@H:9]1[C@@H:14]([CH3:15])[CH2:13][N:12]([C:16]2[C:21]([NH:22][C:23]([C:25]3[CH:30]=[CH:29][C:28]([F:31])=[C:27]([C:32]4[C:37]([F:38])=[CH:36][C:35]([C:39]([OH:42])([CH3:41])[CH3:40])=[CH:34][C:33]=4[F:43])[N:26]=3)=[O:24])=[CH:20][N:19]=[C:18]3[O:44][CH2:45][CH2:46][C:17]=23)[CH2:11][C@H:10]1[NH:47]C(=O)OC(C)(C)C)(C(C)(C)C)(C)C.Cl.O1CCOCC1. (8) Given the product [Cl:1][C:2]1[N:7]=[C:6]([NH:8][C:11]2[CH:16]=[CH:15][CH:14]=[C:13]([CH3:17])[C:12]=2[CH3:18])[C:5]([CH3:9])=[CH:4][N:3]=1, predict the reactants needed to synthesize it. The reactants are: [Cl:1][C:2]1[N:7]=[C:6]([NH2:8])[C:5]([CH3:9])=[CH:4][N:3]=1.Br[C:11]1[CH:16]=[CH:15][CH:14]=[C:13]([CH3:17])[C:12]=1[CH3:18].CC1(C)C2C(=C(P(C3C=CC=CC=3)C3C=CC=CC=3)C=CC=2)OC2C(P(C3C=CC=CC=3)C3C=CC=CC=3)=CC=CC1=2.C(=O)([O-])[O-].[Cs+].[Cs+]. (9) The reactants are: CC(C)[O-].[Al+3:5].CC(C)[O-].CC(C)[O-].[C:14]([OH:28])(=[O:27])[CH2:15][CH2:16][CH2:17][CH2:18][CH2:19][CH2:20][CH2:21][CH2:22][CH2:23]CCC. Given the product [C:14]([O-:28])(=[O:27])[CH2:15][CH2:16][CH2:17][CH2:18][CH2:19][CH2:20][CH2:21][CH2:22][CH3:23].[C:14]([O-:28])(=[O:27])[CH2:15][CH2:16][CH2:17][CH2:18][CH2:19][CH2:20][CH2:21][CH2:22][CH3:23].[C:14]([O-:28])(=[O:27])[CH2:15][CH2:16][CH2:17][CH2:18][CH2:19][CH2:20][CH2:21][CH2:22][CH3:23].[Al+3:5], predict the reactants needed to synthesize it. (10) Given the product [CH3:4][C:5]1[CH:10]=[CH:9][N:8]=[C:7]([NH:11][CH2:12][CH2:13][CH2:14][O:15][C:16]2[CH:37]=[CH:36][C:19]3[CH2:20][C@@H:21]([CH2:31][C:32]([OH:34])=[O:33])[C:22](=[O:30])[N:23]([CH2:25][C:26]([F:27])([F:28])[F:29])[CH2:24][C:18]=3[CH:17]=2)[CH:6]=1, predict the reactants needed to synthesize it. The reactants are: O[Li].O.[CH3:4][C:5]1[CH:10]=[CH:9][N:8]=[C:7]([NH:11][CH2:12][CH2:13][CH2:14][O:15][C:16]2[CH:37]=[CH:36][C:19]3[CH2:20][C@@H:21]([CH2:31][C:32]([O:34]C)=[O:33])[C:22](=[O:30])[N:23]([CH2:25][C:26]([F:29])([F:28])[F:27])[CH2:24][C:18]=3[CH:17]=2)[CH:6]=1.